Dataset: Reaction yield outcomes from USPTO patents with 853,638 reactions. Task: Predict the reaction yield, written as a fraction of the theoretical maximum amount of product (1.0 means a 100% yield; for example, 0.34 means a 34% yield). (1) The reactants are [CH:1]1([NH:6][C:7]2[N:12]=[C:11]([C:13]3[C:14]([C:28]4[CH:33]=[CH:32][C:31]([O:34][CH3:35])=[CH:30][CH:29]=4)=[N:15][N:16]4[C:21]([NH:22][CH2:23][CH2:24][CH2:25][CH2:26][NH2:27])=[CH:20][CH:19]=[CH:18][C:17]=34)[CH:10]=[CH:9][N:8]=2)[CH2:5][CH2:4][CH2:3][CH2:2]1.C(N(CC)CC)C.[P:43](Cl)([O:48][CH2:49][CH3:50])([O:45][CH2:46][CH3:47])=[O:44]. The catalyst is ClCCl. The product is [CH:1]1([NH:6][C:7]2[N:12]=[C:11]([C:13]3[C:14]([C:28]4[CH:29]=[CH:30][C:31]([O:34][CH3:35])=[CH:32][CH:33]=4)=[N:15][N:16]4[C:21]([NH:22][CH2:23][CH2:24][CH2:25][CH2:26][NH:27][P:43]([O:48][CH2:49][CH3:50])([O:45][CH2:46][CH3:47])=[O:44])=[CH:20][CH:19]=[CH:18][C:17]=34)[CH:10]=[CH:9][N:8]=2)[CH2:2][CH2:3][CH2:4][CH2:5]1. The yield is 0.810. (2) The reactants are [OH-].C[Sn+](C)C.[C:6]([C:8]1[CH:17]=[C:16]2[C:11]([CH:12]=[CH:13][C:14](=[O:23])[N:15]2[CH2:18][C:19]([O:21]C)=[O:20])=[CH:10][CH:9]=1)#[N:7]. The catalyst is ClCCCl.ClCCl. The product is [C:6]([C:8]1[CH:17]=[C:16]2[C:11]([CH:12]=[CH:13][C:14](=[O:23])[N:15]2[CH2:18][C:19]([OH:21])=[O:20])=[CH:10][CH:9]=1)#[N:7]. The yield is 0.890. (3) The reactants are [Br:1][C:2]1[CH:7]=[CH:6][CH:5]=[CH:4][CH:3]=1.[CH3:8][C:9]([CH3:14])=[CH:10][C:11]([OH:13])=[O:12].[NH4+].[Cl-].[Al+3].[Cl-].[Cl-].[Cl-]. The catalyst is C(Cl)Cl. The product is [CH3:8][C:9]([C:5]1[CH:6]=[CH:7][C:2]([Br:1])=[CH:3][CH:4]=1)([CH3:14])[CH2:10][C:11]([OH:13])=[O:12]. The yield is 0.500.